This data is from NCI-60 drug combinations with 297,098 pairs across 59 cell lines. The task is: Regression. Given two drug SMILES strings and cell line genomic features, predict the synergy score measuring deviation from expected non-interaction effect. (1) Drug 1: CCC(=C(C1=CC=CC=C1)C2=CC=C(C=C2)OCCN(C)C)C3=CC=CC=C3.C(C(=O)O)C(CC(=O)O)(C(=O)O)O. Drug 2: B(C(CC(C)C)NC(=O)C(CC1=CC=CC=C1)NC(=O)C2=NC=CN=C2)(O)O. Cell line: NCI/ADR-RES. Synergy scores: CSS=70.8, Synergy_ZIP=5.00, Synergy_Bliss=-0.286, Synergy_Loewe=-32.4, Synergy_HSA=0.622. (2) Drug 1: C1=NC2=C(N1)C(=S)N=CN2. Drug 2: C1CN(P(=O)(OC1)NCCCl)CCCl. Cell line: UO-31. Synergy scores: CSS=15.9, Synergy_ZIP=-3.10, Synergy_Bliss=3.50, Synergy_Loewe=-19.0, Synergy_HSA=-0.904. (3) Drug 1: CC12CCC3C(C1CCC2=O)CC(=C)C4=CC(=O)C=CC34C. Drug 2: COC1=CC(=CC(=C1O)OC)C2C3C(COC3=O)C(C4=CC5=C(C=C24)OCO5)OC6C(C(C7C(O6)COC(O7)C8=CC=CS8)O)O. Cell line: HS 578T. Synergy scores: CSS=60.4, Synergy_ZIP=5.03, Synergy_Bliss=5.16, Synergy_Loewe=6.33, Synergy_HSA=7.41. (4) Drug 1: CC(C)CN1C=NC2=C1C3=CC=CC=C3N=C2N. Drug 2: B(C(CC(C)C)NC(=O)C(CC1=CC=CC=C1)NC(=O)C2=NC=CN=C2)(O)O. Cell line: SK-OV-3. Synergy scores: CSS=17.6, Synergy_ZIP=0.790, Synergy_Bliss=0.594, Synergy_Loewe=-13.2, Synergy_HSA=-0.382. (5) Cell line: OVCAR-4. Synergy scores: CSS=-2.67, Synergy_ZIP=-0.694, Synergy_Bliss=-3.29, Synergy_Loewe=-4.22, Synergy_HSA=-3.56. Drug 2: CC12CCC3C(C1CCC2O)C(CC4=C3C=CC(=C4)O)CCCCCCCCCS(=O)CCCC(C(F)(F)F)(F)F. Drug 1: C1CC(=O)NC(=O)C1N2CC3=C(C2=O)C=CC=C3N. (6) Drug 1: CCC1(CC2CC(C3=C(CCN(C2)C1)C4=CC=CC=C4N3)(C5=C(C=C6C(=C5)C78CCN9C7C(C=CC9)(C(C(C8N6C)(C(=O)OC)O)OC(=O)C)CC)OC)C(=O)OC)O.OS(=O)(=O)O. Drug 2: C#CCC(CC1=CN=C2C(=N1)C(=NC(=N2)N)N)C3=CC=C(C=C3)C(=O)NC(CCC(=O)O)C(=O)O. Cell line: DU-145. Synergy scores: CSS=0.127, Synergy_ZIP=-1.28, Synergy_Bliss=-4.14, Synergy_Loewe=-5.55, Synergy_HSA=-2.67.